From a dataset of Reaction yield outcomes from USPTO patents with 853,638 reactions. Predict the reaction yield, written as a fraction of the theoretical maximum amount of product (1.0 means a 100% yield; for example, 0.34 means a 34% yield). (1) The reactants are [CH3:1][O:2][CH:3]([O:32][CH3:33])[C@H:4]1[CH2:9][CH2:8][C@H:7]([N:10]2[C:15]3[C:16]4[CH:22]=[CH:21][N:20]([CH2:23][O:24][CH2:25][CH2:26][Si:27]([CH3:30])([CH3:29])[CH3:28])[C:17]=4[N:18]=[CH:19][C:14]=3[C:13](=[O:31])[N:12]=[CH:11]2)[CH2:6][CH2:5]1.[BH4-].[Na+].CC(C)=O. The catalyst is CO. The product is [CH3:1][O:2][CH:3]([O:32][CH3:33])[C@H:4]1[CH2:9][CH2:8][C@H:7]([N:10]2[C:15]3[C:16]4[CH:22]=[CH:21][N:20]([CH2:23][O:24][CH2:25][CH2:26][Si:27]([CH3:29])([CH3:28])[CH3:30])[C:17]=4[N:18]=[CH:19][C:14]=3[C:13](=[O:31])[NH:12][CH2:11]2)[CH2:6][CH2:5]1. The yield is 0.950. (2) The reactants are [CH3:1][O:2][C:3](=[O:18])[CH2:4][C:5]1[C:13]2[C:8](=[CH:9][CH:10]=[CH:11][CH:12]=2)[N:7]([C:14]([O:16][CH3:17])=[O:15])[CH:6]=1.CN(C)P(=O)(N(C)C)N(C)C.C([N-]C(C)C)(C)C.[Li+].C1CCCCC1.I[CH2:45][CH2:46][C:47]1[CH:48]=[C:49]([C:53]2[CH:58]=[CH:57][CH:56]=[CH:55][CH:54]=2)[CH:50]=[CH:51][CH:52]=1. The catalyst is O1CCCC1. The product is [CH3:1][O:2][C:3](=[O:18])[CH:4]([CH2:45][CH2:46][C:47]1[CH:48]=[C:49]([C:53]2[CH:58]=[CH:57][CH:56]=[CH:55][CH:54]=2)[CH:50]=[CH:51][CH:52]=1)[C:5]1[C:13]2[C:8](=[CH:9][CH:10]=[CH:11][CH:12]=2)[N:7]([C:14]([O:16][CH3:17])=[O:15])[CH:6]=1. The yield is 0.960.